Dataset: Reaction yield outcomes from USPTO patents with 853,638 reactions. Task: Predict the reaction yield, written as a fraction of the theoretical maximum amount of product (1.0 means a 100% yield; for example, 0.34 means a 34% yield). The reactants are [Cl:1][C:2]1[CH:7]=[CH:6][C:5]([C:8]2[CH:13]=[N:12][N:11]3[C:14](=[O:17])[NH:15][N:16]=[C:10]3[C:9]=2[C:18]2[CH:23]=[CH:22][C:21]([Cl:24])=[CH:20][CH:19]=2)=[CH:4][CH:3]=1.C1C=CC(P(C2C=CC=CC=2)C2C=CC=CC=2)=CC=1.[CH2:44]([N:51]1[CH2:55][CH2:54][CH2:53][C@H:52]1[CH2:56]O)[C:45]1[CH:50]=[CH:49][CH:48]=[CH:47][CH:46]=1. The catalyst is C1COCC1. The product is [CH2:44]([N:51]1[CH2:55][CH2:54][CH2:53][C@@H:52]1[CH2:56][N:15]1[C:14](=[O:17])[N:11]2[N:12]=[CH:13][C:8]([C:5]3[CH:6]=[CH:7][C:2]([Cl:1])=[CH:3][CH:4]=3)=[C:9]([C:18]3[CH:23]=[CH:22][C:21]([Cl:24])=[CH:20][CH:19]=3)[C:10]2=[N:16]1)[C:45]1[CH:50]=[CH:49][CH:48]=[CH:47][CH:46]=1. The yield is 0.110.